From a dataset of Catalyst prediction with 721,799 reactions and 888 catalyst types from USPTO. Predict which catalyst facilitates the given reaction. (1) Reactant: [OH:1][C:2]1[CH:3]=[C:4]([CH:7]=[CH:8][C:9]=1[CH2:10][CH:11]=[CH2:12])[CH2:5][OH:6].[N+:13]([O-])([OH:15])=[O:14].[OH-].[Na+]. Product: [OH:1][C:2]1[CH:3]=[C:4]([C:7]([N+:13]([O-:15])=[O:14])=[CH:8][C:9]=1[CH2:10][CH:11]=[CH2:12])[CH2:5][OH:6]. The catalyst class is: 15. (2) Reactant: Br[C:2]1[C:3]([C:10]#[N:11])=[N:4][C:5]([C:8]#[N:9])=[CH:6][N:7]=1.[C:12]([C:14]([C:17]1[CH:18]=[C:19]([CH:35]=[CH:36][CH:37]=1)[C:20]([NH:22][C:23]1[CH:28]=[CH:27][C:26]([CH3:29])=[C:25]([NH:30][C:31](=[O:34])[CH2:32][SH:33])[CH:24]=1)=[O:21])([CH3:16])[CH3:15])#[N:13].C(=O)([O-])[O-].[K+].[K+]. Product: [NH2:11][C:10]1[C:3]2[C:2](=[N:7][CH:6]=[C:5]([C:8]#[N:9])[N:4]=2)[S:33][C:32]=1[C:31]([NH:30][C:25]1[CH:24]=[C:23]([NH:22][C:20](=[O:21])[C:19]2[CH:35]=[CH:36][CH:37]=[C:17]([C:14]([C:12]#[N:13])([CH3:15])[CH3:16])[CH:18]=2)[CH:28]=[CH:27][C:26]=1[CH3:29])=[O:34]. The catalyst class is: 8. (3) Reactant: [C:1]([C:5]1[S:9][C:8]([NH2:10])=[N:7][N:6]=1)([CH3:4])([CH3:3])[CH3:2].CO[CH:13](OC)[N:14]([CH3:16])[CH3:15].CCCCCC. Product: [C:1]([C:5]1[S:9][C:8](/[N:10]=[CH:13]/[N:14]([CH3:16])[CH3:15])=[N:7][N:6]=1)([CH3:4])([CH3:3])[CH3:2]. The catalyst class is: 11.